Dataset: HIV replication inhibition screening data with 41,000+ compounds from the AIDS Antiviral Screen. Task: Binary Classification. Given a drug SMILES string, predict its activity (active/inactive) in a high-throughput screening assay against a specified biological target. (1) The molecule is COC(=O)C12OC(C)(C(CC(=O)OC(C)(C)C)C1=O)C1C(=O)N(c3ccccc3)C(=O)C12. The result is 0 (inactive). (2) The molecule is Cc1ccccc1CN1CC=c2ccccc2=N1. The result is 1 (active).